Dataset: Forward reaction prediction with 1.9M reactions from USPTO patents (1976-2016). Task: Predict the product of the given reaction. (1) The product is: [CH:1]1([N:6]2[CH2:12][C:11]([F:14])([F:13])[C:10](=[O:15])[N:9]([CH3:16])[C:8]3[CH:17]=[N:18][C:19]([NH:21][C:22]4[CH:30]=[CH:29][C:25]([C:26]([NH:33][CH3:37])=[O:27])=[CH:24][C:23]=4[CH3:31])=[N:20][C:7]2=3)[CH2:2][CH2:3][CH2:4][CH2:5]1. Given the reactants [CH:1]1([N:6]2[CH2:12][C:11]([F:14])([F:13])[C:10](=[O:15])[N:9]([CH3:16])[C:8]3[CH:17]=[N:18][C:19]([NH:21][C:22]4[CH:30]=[CH:29][C:25]([C:26](O)=[O:27])=[CH:24][C:23]=4[CH3:31])=[N:20][C:7]2=3)[CH2:5][CH2:4][CH2:3][CH2:2]1.O[N:33]1[C:37]2C=CC=CC=2N=N1.F[P-](F)(F)(F)(F)F.CN(C(N(C)C)=[N+]1C2C=CC=CC=2[N+]([O-])=N1)C.C(N(C(C)C)CC)(C)C.Cl.CN, predict the reaction product. (2) The product is: [CH3:1][C:2]1[CH:11]=[CH:10][C:9]2[C:4](=[CH:5][CH:6]=[C:7]([N:12]3[C:16]4[N:17]=[C:18]([NH:21][C@@H:22]5[CH2:26][CH2:25][C@@H:24]([C:27]([NH2:32])=[O:28])[CH2:23]5)[N:19]=[CH:20][C:15]=4[N:14]=[N:13]3)[CH:8]=2)[N:3]=1. Given the reactants [CH3:1][C:2]1[CH:11]=[CH:10][C:9]2[C:4](=[CH:5][CH:6]=[C:7]([N:12]3[C:16]4[N:17]=[C:18]([NH:21][C@@H:22]5[CH2:26][CH2:25][C@@H:24]([C:27](O)=[O:28])[CH2:23]5)[N:19]=[CH:20][C:15]=4[N:14]=[N:13]3)[CH:8]=2)[N:3]=1.Cl.C[N:32](C)CCCN=C=NCC.O.ON1C2C=CC=CC=2N=N1.N.O1CCOCC1, predict the reaction product. (3) Given the reactants [CH3:1][O:2][C:3]1[CH:4]=[C:5]2[C:10](=[CH:11][C:12]=1[O:13][CH2:14][CH:15]1[CH2:20][CH2:19][N:18](C(OC(C)(C)C)=O)[CH2:17][CH2:16]1)[N:9]=[CH:8][N:7]=[C:6]2[O:28][C:29]1[CH:30]=[C:31]2[C:35](=[CH:36][CH:37]=1)[NH:34][CH:33]=[C:32]2[CH3:38], predict the reaction product. The product is: [CH3:1][O:2][C:3]1[CH:4]=[C:5]2[C:10](=[CH:11][C:12]=1[O:13][CH2:14][CH:15]1[CH2:20][CH2:19][NH:18][CH2:17][CH2:16]1)[N:9]=[CH:8][N:7]=[C:6]2[O:28][C:29]1[CH:30]=[C:31]2[C:35](=[CH:36][CH:37]=1)[NH:34][CH:33]=[C:32]2[CH3:38]. (4) Given the reactants [CH:1]1([NH:7][C:8]2[N:16]=[C:15]([NH:17][C:18]3[CH:23]=[CH:22][C:21]([N:24]4[CH2:29][CH2:28][NH:27][CH2:26][CH2:25]4)=[CH:20][C:19]=3[O:30][CH3:31])[N:14]=[C:13]3[C:9]=2[N:10]=[CH:11][NH:12]3)[CH2:6][CH2:5][CH2:4][CH2:3][CH2:2]1.Cl[CH2:33][CH2:34][N:35]1[CH2:39][CH2:38][CH2:37][CH2:36]1.CCN(C(C)C)C(C)C, predict the reaction product. The product is: [CH:1]1([NH:7][C:8]2[N:16]=[C:15]([NH:17][C:18]3[CH:23]=[CH:22][C:21]([N:24]4[CH2:25][CH2:26][N:27]([CH2:33][CH2:34][N:35]5[CH2:39][CH2:38][CH2:37][CH2:36]5)[CH2:28][CH2:29]4)=[CH:20][C:19]=3[O:30][CH3:31])[N:14]=[C:13]3[C:9]=2[N:10]=[CH:11][NH:12]3)[CH2:2][CH2:3][CH2:4][CH2:5][CH2:6]1. (5) Given the reactants [Br:1][C:2]1[CH:9]=[CH:8][C:5]([CH:6]=O)=[CH:4][CH:3]=1.[CH3:10][C:11]([S@@:14]([NH2:16])=[O:15])([CH3:13])[CH3:12], predict the reaction product. The product is: [Br:1][C:2]1[CH:9]=[CH:8][C:5](/[CH:6]=[N:16]/[S:14]([C:11]([CH3:13])([CH3:12])[CH3:10])=[O:15])=[CH:4][CH:3]=1. (6) Given the reactants [Cl:1][C:2]1[C:10]([C:11]#[N:12])=[CH:9][CH:8]=[C:7]2[C:3]=1[CH:4]=[C:5]([CH2:13][CH2:14][C:15]([F:18])([F:17])[F:16])[NH:6]2.Cl[CH2:20][C:21]1[N:25]=[C:24]([C:26]2[CH:31]=[CH:30][CH:29]=[C:28]([C:32]([F:35])([F:34])[F:33])[CH:27]=2)[O:23][N:22]=1, predict the reaction product. The product is: [Cl:1][C:2]1[C:10]([C:11]#[N:12])=[CH:9][CH:8]=[C:7]2[C:3]=1[CH:4]=[C:5]([CH2:13][CH2:14][C:15]([F:16])([F:17])[F:18])[N:6]2[CH2:20][C:21]1[N:25]=[C:24]([C:26]2[CH:31]=[CH:30][CH:29]=[C:28]([C:32]([F:35])([F:33])[F:34])[CH:27]=2)[O:23][N:22]=1. (7) The product is: [C:13]([C:11]1[O:12][C:8]([CH2:7][N:4]2[N:3]=[C:2]([NH:1][C:29]([C:24]3[N:25]=[C:26]([CH3:28])[O:27][C:23]=3[C:20]3[CH:21]=[CH:22][C:17]([I:16])=[C:18]([CH3:32])[CH:19]=3)=[O:30])[CH:6]=[N:5]2)=[CH:9][CH:10]=1)(=[O:15])[CH3:14]. Given the reactants [NH2:1][C:2]1[CH:6]=[N:5][N:4]([CH2:7][C:8]2[O:12][C:11]([C:13](=[O:15])[CH3:14])=[CH:10][CH:9]=2)[N:3]=1.[I:16][C:17]1[CH:22]=[CH:21][C:20]([C:23]2[O:27][C:26]([CH3:28])=[N:25][C:24]=2[C:29](O)=[O:30])=[CH:19][C:18]=1[CH3:32], predict the reaction product. (8) Given the reactants [CH3:1][C:2]([C:4]([O:6][CH2:7]CO)=O)=C.C(OCCN=C=O)(=O)C(C)=C.[C:21]([O-:34])(=[O:33])[CH2:22]CCCCCCCCCC.[C:21]([O-:34])(=[O:33])[CH2:22]CCCCCCCCCC.C([Sn+2]CCCC)CCC, predict the reaction product. The product is: [CH3:1][CH:2]([O:34][C:21]([CH3:22])=[O:33])[CH2:4][O:6][CH3:7]. (9) Given the reactants [Br:1][C:2]1[CH:10]=[CH:9][C:5]([C:6]([OH:8])=O)=[C:4]([CH2:11][C:12]([OH:14])=[O:13])[CH:3]=1, predict the reaction product. The product is: [Br:1][C:2]1[CH:3]=[C:4]2[C:5](=[CH:9][CH:10]=1)[C:6](=[O:8])[O:14][C:12](=[O:13])[CH2:11]2.